From a dataset of Catalyst prediction with 721,799 reactions and 888 catalyst types from USPTO. Predict which catalyst facilitates the given reaction. (1) Reactant: [NH:1]1[C:10]2[C:5](=[CH:6][CH:7]=[CH:8][CH:9]=2)[CH2:4][CH2:3][C:2]1=[O:11].O.[N+:13]([O-])([OH:15])=[O:14]. Product: [N+:13]([C:7]1[CH:6]=[C:5]2[C:10](=[CH:9][CH:8]=1)[NH:1][C:2](=[O:11])[CH2:3][CH2:4]2)([O-:15])=[O:14]. The catalyst class is: 82. (2) Reactant: [CH2:1]([C:9]1[S:10][CH:11]=[CH:12][CH:13]=1)[CH2:2][CH2:3][CH2:4][CH2:5][CH2:6][CH2:7][CH3:8].[Br:14]N1C(=O)CCC1=O.O. Product: [Br:14][C:11]1[S:10][C:9]([CH2:1][CH2:2][CH2:3][CH2:4][CH2:5][CH2:6][CH2:7][CH3:8])=[CH:13][CH:12]=1. The catalyst class is: 3. (3) Reactant: [NH2:1][CH:2]1[C:22]2[C:17](=[C:18]([Br:23])[CH:19]=[CH:20][CH:21]=2)[C:4]2([CH2:9][CH2:8][N:7]([C:10]([O:12][C:13]([CH3:16])([CH3:15])[CH3:14])=[O:11])[CH2:6][CH2:5]2)[CH2:3]1.C([O-])([O-])=O.[K+].[K+].[C:30](ON1C(=O)CCC1=O)([O:32][CH2:33][CH2:34][Si:35]([CH3:38])([CH3:37])[CH3:36])=[O:31]. Product: [Br:23][C:18]1[CH:19]=[CH:20][CH:21]=[C:22]2[C:17]=1[C:4]1([CH2:9][CH2:8][N:7]([C:10]([O:12][C:13]([CH3:16])([CH3:15])[CH3:14])=[O:11])[CH2:6][CH2:5]1)[CH2:3][CH:2]2[NH:1][C:30]([O:32][CH2:33][CH2:34][Si:35]([CH3:38])([CH3:37])[CH3:36])=[O:31]. The catalyst class is: 116.